Dataset: Forward reaction prediction with 1.9M reactions from USPTO patents (1976-2016). Task: Predict the product of the given reaction. (1) Given the reactants C(O)(C(F)(F)F)=O.C(O[C:13]([N:15](C)[C:16]1[CH:40]=[CH:39][C:19]([O:20][C:21]2[CH:22]=[CH:23][C:24]([NH:31][C:32]3[CH:37]=[CH:36][C:35]([Cl:38])=[CH:34][CH:33]=3)=[C:25]([CH:30]=2)[C:26]([O:28][CH3:29])=[O:27])=[CH:18][CH:17]=1)=O)(C)(C)C, predict the reaction product. The product is: [Cl:38][C:35]1[CH:34]=[CH:33][C:32]([NH:31][C:24]2[CH:23]=[CH:22][C:21]([O:20][C:19]3[CH:18]=[CH:17][C:16]([NH:15][CH3:13])=[CH:40][CH:39]=3)=[CH:30][C:25]=2[C:26]([O:28][CH3:29])=[O:27])=[CH:37][CH:36]=1. (2) Given the reactants [NH:1]1[CH:5]=[C:4]([C:6]2[CH:32]=[CH:31][CH:30]=[CH:29][C:7]=2[O:8][CH2:9][CH2:10][C:11]2[CH:16]=[CH:15][C:14]([NH:17][C:18](=[O:27])[CH:19]([NH2:26])[CH:20]3[CH2:25][CH2:24][O:23][CH2:22][CH2:21]3)=[CH:13][C:12]=2[Cl:28])[N:3]=[CH:2]1.N1C=CC=CC=1.[C:39](Cl)(=[O:41])[CH3:40], predict the reaction product. The product is: [NH:1]1[CH:5]=[C:4]([C:6]2[CH:32]=[CH:31][CH:30]=[CH:29][C:7]=2[O:8][CH2:9][CH2:10][C:11]2[CH:16]=[CH:15][C:14]([NH:17][C:18](=[O:27])[CH:19]([NH:26][C:39](=[O:41])[CH3:40])[CH:20]3[CH2:21][CH2:22][O:23][CH2:24][CH2:25]3)=[CH:13][C:12]=2[Cl:28])[N:3]=[CH:2]1. (3) Given the reactants [Br:1][C:2]1[CH:3]=[N:4][NH:5][CH:6]=1.C(N(CC)CC)C.[C:14](Cl)([C:27]1[CH:32]=[CH:31][CH:30]=[CH:29][CH:28]=1)([C:21]1[CH:26]=[CH:25][CH:24]=[CH:23][CH:22]=1)[C:15]1[CH:20]=[CH:19][CH:18]=[CH:17][CH:16]=1.O, predict the reaction product. The product is: [Br:1][C:2]1[CH:3]=[N:4][N:5]([C:14]([C:15]2[CH:20]=[CH:19][CH:18]=[CH:17][CH:16]=2)([C:27]2[CH:28]=[CH:29][CH:30]=[CH:31][CH:32]=2)[C:21]2[CH:22]=[CH:23][CH:24]=[CH:25][CH:26]=2)[CH:6]=1. (4) Given the reactants [F:1][C:2]1[CH:7]=[C:6](F)[CH:5]=[CH:4][C:3]=1[N+:9]([O-:11])=[O:10].[CH:12]1([C:15]2[C:16]([NH:35][S:36]([CH3:39])(=[O:38])=[O:37])=[CH:17][C:18]3[O:22][C:21]([C:23]4[CH:28]=[CH:27][C:26]([F:29])=[CH:25][CH:24]=4)=[C:20]([C:30]([NH:32][CH3:33])=[O:31])[C:19]=3[CH:34]=2)[CH2:14][CH2:13]1.C(=O)([O-])[O-].[K+].[K+], predict the reaction product. The product is: [CH:12]1([C:15]2[C:16]([N:35]([C:6]3[CH:5]=[CH:4][C:3]([N+:9]([O-:11])=[O:10])=[C:2]([F:1])[CH:7]=3)[S:36]([CH3:39])(=[O:38])=[O:37])=[CH:17][C:18]3[O:22][C:21]([C:23]4[CH:28]=[CH:27][C:26]([F:29])=[CH:25][CH:24]=4)=[C:20]([C:30]([NH:32][CH3:33])=[O:31])[C:19]=3[CH:34]=2)[CH2:14][CH2:13]1. (5) Given the reactants [Cl:1][C:2]1[CH:3]=[C:4]([CH:21]=[CH:22][CH:23]=1)[O:5][CH2:6][C@H:7]([OH:20])[CH2:8][CH2:9][C@@H:10]1[C@@H:17]2[C@@H:13]([O:14][C:15](=[O:18])[CH2:16]2)[CH2:12][C@H:11]1[OH:19].[O:24]1[CH:29]=[CH:28][CH2:27][CH2:26][CH2:25]1.O.[C:31]1(C)C=[CH:35][C:34](S(O)(=O)=O)=[CH:33][CH:32]=1.C([O-])(O)=[O:43].[Na+], predict the reaction product. The product is: [Cl:1][C:2]1[CH:3]=[C:4]([CH:21]=[CH:22][CH:23]=1)[O:5][CH2:6][C@H:7]([O:20][CH:35]1[CH2:34][CH2:33][CH2:32][CH2:31][O:43]1)[CH2:8][CH2:9][C@@H:10]1[C@@H:17]2[C@@H:13]([O:14][C:15](=[O:18])[CH2:16]2)[CH2:12][C@H:11]1[O:19][CH:29]1[CH2:28][CH2:27][CH2:26][CH2:25][O:24]1. (6) The product is: [CH3:29][N:30]1[C:39]2[C:34](=[CH:35][CH:36]=[C:37]([O:40][CH3:41])[CH:38]=2)[CH:33]([CH2:42][S:43]([NH:18][CH2:17][CH2:16][CH2:15][CH2:24][CH2:23][CH2:22][CH2:21][CH3:20])(=[O:45])=[O:44])[CH2:32][C:31]1([CH3:48])[CH3:47]. Given the reactants COC(C1CCN(S(C[C:15]2[C:24]3C(=[CH:20][CH:21]=[CH:22][CH:23]=3)[N:18](CC)[C:17](C)(C)[CH:16]=2)(=O)=O)CC1)=O.[CH3:29][N:30]1[C:39]2[C:34](=[CH:35][CH:36]=[C:37]([O:40][CH3:41])[CH:38]=2)[CH:33]([CH2:42][S:43](Cl)(=[O:45])=[O:44])[CH2:32][C:31]1([CH3:48])[CH3:47].C(N)CCCCCCC.C(Cl)(Cl)Cl, predict the reaction product. (7) Given the reactants Cl[C:2]1[N:7]=[C:6]([CH3:8])[C:5]([N+:9]([O-:11])=[O:10])=[C:4]([CH3:12])[N:3]=1.Cl.[CH2:14]([O:16][C:17](=[O:20])[CH2:18][NH2:19])[CH3:15].C(N(CC)CC)C, predict the reaction product. The product is: [CH3:12][C:4]1[C:5]([N+:9]([O-:11])=[O:10])=[C:6]([CH3:8])[N:7]=[C:2]([NH:19][CH2:18][C:17]([O:16][CH2:14][CH3:15])=[O:20])[N:3]=1. (8) The product is: [F:36][C:5]1([F:4])[CH2:8][CH:7]([CH2:9][O:10][CH2:11][C:12]2[N:17]=[C:16]([NH:18][C:19]3[CH:24]=[CH:23][C:22]([N:25]4[CH:29]=[C:28]([CH3:30])[N:27]=[CH:26]4)=[C:21]([O:31][CH3:32])[CH:20]=3)[N:15]=[C:14]([C:33]([OH:35])([CH3:1])[CH3:34])[CH:13]=2)[CH2:6]1. Given the reactants [CH3:1][Mg]Br.[F:4][C:5]1([F:36])[CH2:8][CH:7]([CH2:9][O:10][CH2:11][C:12]2[N:17]=[C:16]([NH:18][C:19]3[CH:24]=[CH:23][C:22]([N:25]4[CH:29]=[C:28]([CH3:30])[N:27]=[CH:26]4)=[C:21]([O:31][CH3:32])[CH:20]=3)[N:15]=[C:14]([C:33](=[O:35])[CH3:34])[CH:13]=2)[CH2:6]1, predict the reaction product. (9) Given the reactants CCN(C(C)C)C(C)C.Cl.[N:11]1[CH:16]=[CH:15][CH:14]=[C:13]([C:17]2[NH:21][N:20]=[C:19]([C:22]([OH:24])=O)[CH:18]=2)[CH:12]=1.C1(C2NN=C(C(O)=O)C=2)C=CC=CC=1.C(C1C=NC=CC=1)(=O)C.C1C=CC2N(O)N=NC=2C=1.CCN=C=NCCCN(C)C.Cl.Cl.[NH2:71][CH2:72][C:73]([N:75]1[CH2:80][CH2:79][CH:78]([O:81][C:82]2[CH:87]=[CH:86][CH:85]=[CH:84][C:83]=2[Cl:88])[CH2:77][CH2:76]1)=[O:74], predict the reaction product. The product is: [Cl:88][C:83]1[CH:84]=[CH:85][CH:86]=[CH:87][C:82]=1[O:81][CH:78]1[CH2:77][CH2:76][N:75]([C:73](=[O:74])[CH2:72][NH:71][C:22]([C:19]2[CH:18]=[C:17]([C:13]3[CH:12]=[N:11][CH:16]=[CH:15][CH:14]=3)[NH:21][N:20]=2)=[O:24])[CH2:80][CH2:79]1.